Dataset: Forward reaction prediction with 1.9M reactions from USPTO patents (1976-2016). Task: Predict the product of the given reaction. (1) Given the reactants [N+:1]([C:4]1[C:5]([C:9]2[NH:10][C:11]([C:18]3[CH:23]=[CH:22][CH:21]=[CH:20][CH:19]=3)=[C:12]([CH2:14][CH2:15][CH2:16][OH:17])[N:13]=2)=[N:6][NH:7][CH:8]=1)([O-])=O.[F:24][C:25]1[CH:33]=[CH:32][CH:31]=[C:30]([F:34])[C:26]=1[C:27](O)=[O:28].Cl.CN(C)CCCN=C=NCC.ON1C2C=CC=CC=2N=N1, predict the reaction product. The product is: [F:24][C:25]1[CH:33]=[CH:32][CH:31]=[C:30]([F:34])[C:26]=1[C:27]([NH:1][C:4]1[C:5]([C:9]2[NH:10][C:11]([C:18]3[CH:23]=[CH:22][CH:21]=[CH:20][CH:19]=3)=[C:12]([CH2:14][CH2:15][CH2:16][OH:17])[N:13]=2)=[N:6][NH:7][CH:8]=1)=[O:28]. (2) Given the reactants O=C1CCC(=O)N1[O:8][C:9]([C:11]1[C:15]2[CH2:16][C:17](=[O:19])[CH2:18][C:14]=2[N:13]([CH2:20][C:21]2[CH:26]=[CH:25][CH:24]=[CH:23][CH:22]=2)[N:12]=1)=O.[NH4+:27].[OH-], predict the reaction product. The product is: [CH2:20]([N:13]1[C:14]2[CH2:18][C:17](=[O:19])[CH2:16][C:15]=2[C:11]([C:9]([NH2:27])=[O:8])=[N:12]1)[C:21]1[CH:26]=[CH:25][CH:24]=[CH:23][CH:22]=1. (3) Given the reactants [CH3:1][O:2][C:3](=[O:12])[C:4]1[CH:9]=[CH:8][C:7](Cl)=[N:6][C:5]=1[NH2:11].C([Sn](CCCC)(CCCC)[CH2:18][O:19][CH3:20])CCC.CN1C(=O)CCC1.[F-].[K+], predict the reaction product. The product is: [CH3:1][O:2][C:3](=[O:12])[C:4]1[CH:9]=[CH:8][C:7]([CH2:18][O:19][CH3:20])=[N:6][C:5]=1[NH2:11].